The task is: Binary Classification. Given a drug SMILES string, predict its activity (active/inactive) in a high-throughput screening assay against a specified biological target.. This data is from Orexin1 receptor HTS with 218,158 compounds and 233 confirmed actives. (1) The compound is Clc1cc(NC(=O)c2ccc(OS(=O)(=O)N(C)C)cc2)ccc1. The result is 0 (inactive). (2) The molecule is O=c1nc([nH]c2c1C(Cc1c2cccc1)(C)C)CN(C)C. The result is 0 (inactive).